Dataset: Reaction yield outcomes from USPTO patents with 853,638 reactions. Task: Predict the reaction yield, written as a fraction of the theoretical maximum amount of product (1.0 means a 100% yield; for example, 0.34 means a 34% yield). (1) The reactants are [Cl:1][C:2]1[CH:7]=[CH:6][C:5]([C:8](=[N:35][OH:36])[NH:9][C:10](=O)[CH2:11][CH:12](CN2CCCC(C3C=CC=C(C(F)(F)F)C=3)C2)[C:13]([F:16])([F:15])[F:14])=[CH:4][CH:3]=1.[CH3:37][N:38]([CH:40]=O)[CH3:39].[CH3:42][CH2:43][CH2:44][CH2:45][CH2:46][CH3:47]. The catalyst is [Cl-].[Na+].O.O.O1CCOCC1. The product is [ClH:1].[Cl:1][C:2]1[CH:3]=[CH:4][C:5]([C:8]2[N:9]=[C:10]([CH2:11][CH:12]([C:13]([F:14])([F:15])[F:16])[CH2:40][N:38]3[CH2:37][CH2:42][CH2:43][CH:44]([C:45]4[CH:7]=[CH:2][CH:3]=[C:47]([C:13]([F:16])([F:15])[F:14])[CH:46]=4)[CH2:39]3)[O:36][N:35]=2)=[CH:6][CH:7]=1. The yield is 0.410. (2) The yield is 0.420. The reactants are C(=O)([O-])[O-].[K+].[K+].[CH3:7][O:8][C:9]1[CH:14]=[CH:13][C:12]([C:15]2[CH:20]=[CH:19][C:18]([OH:21])=[CH:17][CH:16]=2)=[CH:11][CH:10]=1.Cl[CH:23]([CH2:28][CH2:29][C:30]1[CH2:35][CH2:34][CH2:33][CH2:32][CH:31]=1)[C:24]([O:26][CH3:27])=[O:25]. The catalyst is CC(CC)C(=O)C. The product is [C:30]1([CH2:29][CH2:28][CH:23]([O:21][C:18]2[CH:17]=[CH:16][C:15]([C:12]3[CH:13]=[CH:14][C:9]([O:8][CH3:7])=[CH:10][CH:11]=3)=[CH:20][CH:19]=2)[C:24]([O:26][CH3:27])=[O:25])[CH2:35][CH2:34][CH2:33][CH2:32][CH:31]=1. (3) The reactants are [F:1][C:2]1[CH:7]=[CH:6][C:5]([C:8]2[N:9]=[C:10]([CH:13]([NH2:20])[CH2:14][CH2:15][CH2:16][CH2:17][CH2:18][CH3:19])[NH:11][CH:12]=2)=[CH:4][CH:3]=1.[C:21]1(=O)[CH2:26][CH2:25][CH2:24][CH2:23][CH2:22]1. No catalyst specified. The product is [F:1][C:2]1[CH:3]=[CH:4][C:5]([C:8]2[N:9]=[C:10]([CH:13]([NH:20][CH:21]3[CH2:26][CH2:25][CH2:24][CH2:23][CH2:22]3)[CH2:14][CH2:15][CH2:16][CH2:17][CH2:18][CH3:19])[NH:11][CH:12]=2)=[CH:6][CH:7]=1. The yield is 0.150. (4) The reactants are Br[C:2]1[CH:10]=[CH:9][CH:8]=[C:7]2[C:3]=1[CH2:4][CH2:5][C@@H:6]2[O:11][Si:12]([C:15]([CH3:18])([CH3:17])[CH3:16])([CH3:14])[CH3:13].[CH3:19][C:20]1([CH3:36])[C:24]([CH3:26])([CH3:25])[O:23][B:22]([B:22]2[O:23][C:24]([CH3:26])([CH3:25])[C:20]([CH3:36])([CH3:19])[O:21]2)[O:21]1.C([O-])(=O)C.[K+].N#N.C(Cl)Cl. The catalyst is O1CCOCC1.C1C=CC(P(C2C=CC=CC=2)[C-]2C=CC=C2)=CC=1.C1C=CC(P(C2C=CC=CC=2)[C-]2C=CC=C2)=CC=1.Cl[Pd]Cl.[Fe+2]. The product is [C:15]([Si:12]([CH3:14])([CH3:13])[O:11][C@@H:6]1[C:7]2[C:3](=[C:2]([B:22]3[O:23][C:24]([CH3:26])([CH3:25])[C:20]([CH3:36])([CH3:19])[O:21]3)[CH:10]=[CH:9][CH:8]=2)[CH2:4][CH2:5]1)([CH3:18])([CH3:17])[CH3:16]. The yield is 0.450. (5) The reactants are C(O[C:6]([N:8]([CH2:10][C@H:11]1[CH2:16][CH2:15][C@H:14]([C:17]([OH:19])=[O:18])[CH2:13][CH2:12]1)C)=O)(C)(C)C.Cl. The catalyst is O1CCOCC1. The product is [CH3:6][NH:8][CH2:10][C@H:11]1[CH2:16][CH2:15][C@H:14]([C:17]([OH:19])=[O:18])[CH2:13][CH2:12]1. The yield is 0.900. (6) The reactants are [N+:1]([C:4]1[CH:5]=[C:6]([C:10]2[N:14]([CH3:15])[N:13](O)[NH:12][N:11]=2)[CH:7]=[CH:8][CH:9]=1)([O-])=O.Cl[Sn]Cl.C[OH:21]. No catalyst specified. The product is [NH2:1][C:4]1[CH:5]=[C:6]([C:10]2[N:14]([CH2:15][OH:21])[N:13]=[N:12][N:11]=2)[CH:7]=[CH:8][CH:9]=1. The yield is 0.880. (7) The reactants are [Br:1][C:2]1[CH:3]=[C:4]2[C:10]([C:11]3[CH:16]=[CH:15][CH:14]=[CH:13][C:12]=3[O:17][CH3:18])=[N:9][N:8](COCC[Si](C)(C)C)[C:5]2=[N:6][CH:7]=1.[F-].C([N+](CCCC)(CCCC)CCCC)CCC.C(O)(=O)C. The catalyst is C1COCC1.CO. The product is [Br:1][C:2]1[CH:3]=[C:4]2[C:10]([C:11]3[CH:16]=[CH:15][CH:14]=[CH:13][C:12]=3[O:17][CH3:18])=[N:9][NH:8][C:5]2=[N:6][CH:7]=1. The yield is 0.970. (8) The yield is 0.300. The reactants are [CH3:1][C:2]([C:4]1[CH:9]=[CH:8][C:7]([O:10][C:11]2[CH:16]=[CH:15][CH:14]=[CH:13][CH:12]=2)=[CH:6][CH:5]=1)=O.C([O-])(=O)C.[NH4+].C([BH3-])#[N:23].[Na+].Cl. The product is [O:10]([C:7]1[CH:8]=[CH:9][C:4]([CH:2]([NH2:23])[CH3:1])=[CH:5][CH:6]=1)[C:11]1[CH:16]=[CH:15][CH:14]=[CH:13][CH:12]=1. The catalyst is CO. (9) The reactants are [N:1]1([C:7]2[S:8][C:9]([C:23]#[N:24])=[C:10]([CH2:12][C:13]3[CH:22]=[CH:21][C:20]4[C:15](=[CH:16][CH:17]=[CH:18][CH:19]=4)[CH:14]=3)[N:11]=2)[CH2:6][CH2:5][O:4][CH2:3][CH2:2]1.[N-:25]=[N+:26]=[N-:27].[Na+].[Cl-].[NH4+].O. The catalyst is CN(C)C=O.CCOC(C)=O. The product is [CH:14]1[C:15]2[C:20](=[CH:19][CH:18]=[CH:17][CH:16]=2)[CH:21]=[CH:22][C:13]=1[CH2:12][C:10]1[N:11]=[C:7]([N:1]2[CH2:6][CH2:5][O:4][CH2:3][CH2:2]2)[S:8][C:9]=1[C:23]1[NH:27][N:26]=[N:25][N:24]=1. The yield is 0.437.